This data is from Reaction yield outcomes from USPTO patents with 853,638 reactions. The task is: Predict the reaction yield, written as a fraction of the theoretical maximum amount of product (1.0 means a 100% yield; for example, 0.34 means a 34% yield). (1) The reactants are [CH3:1][C:2]1[C:6]([C:7]2[CH:16]=[C:15]3[C:10]([C:11]([NH:18][C@@H:19]([C:21]4[CH:26]=[CH:25][CH:24]=[CH:23][N:22]=4)[CH3:20])=[C:12]([NH2:17])[CH:13]=[N:14]3)=[CH:9][C:8]=2[O:27][CH3:28])=[C:5]([CH3:29])[O:4][N:3]=1.[N:30]([CH2:33][CH2:34][O:35][CH3:36])=[C:31]=S.C(Cl)CCl. The catalyst is CCO. The product is [CH3:1][C:2]1[C:6]([C:7]2[C:8]([O:27][CH3:28])=[CH:9][C:10]3[C:11]4[N:18]([C@@H:19]([C:21]5[CH:26]=[CH:25][CH:24]=[CH:23][N:22]=5)[CH3:20])[C:31]([NH:30][CH2:33][CH2:34][O:35][CH3:36])=[N:17][C:12]=4[CH:13]=[N:14][C:15]=3[CH:16]=2)=[C:5]([CH3:29])[O:4][N:3]=1. The yield is 0.190. (2) The reactants are [Cl:1][C:2]1[CH:3]=[CH:4][C:5]([C:8]2[CH:13]=[CH:12][N:11]([C:14]3[CH:15]=[CH:16][C:17]4[C:18]5[CH2:27][NH:26][CH2:25][CH2:24][C:19]=5[N:20]([CH3:23])[C:21]=4[CH:22]=3)[C:10](=[O:28])[CH:9]=2)=[N:6][CH:7]=1.[C:29]1(N)C(F)=C(F)C(F)=C(N)C=1F.[ClH:41].Cl. No catalyst specified. The product is [ClH:1].[ClH:41].[Cl:1][C:2]1[CH:3]=[CH:4][C:5]([C:8]2[CH:13]=[CH:12][N:11]([C:14]3[CH:15]=[CH:16][C:17]4[C:18]5[CH2:27][N:26]([CH3:29])[CH2:25][CH2:24][C:19]=5[N:20]([CH3:23])[C:21]=4[CH:22]=3)[C:10](=[O:28])[CH:9]=2)=[N:6][CH:7]=1. The yield is 0.810. (3) The reactants are [N:1]([C:4]1[CH:5]=[C:6]([CH:10]=[CH:11][C:12]=1[CH3:13])[C:7]([OH:9])=[O:8])=[N+:2]=[N-:3].[C:14]([O:18][CH3:19])(=[O:17])[C:15]#[CH:16].O. The catalyst is CC(N(C)C)=O. The product is [CH3:19][O:18][C:14]([C:15]1[N:3]=[N:2][N:1]([C:4]2[CH:5]=[C:6]([C:7]([OH:9])=[O:8])[CH:10]=[CH:11][C:12]=2[CH3:13])[CH:16]=1)=[O:17]. The yield is 0.623. (4) The reactants are [C:1](Cl)(=[O:8])[C:2]1[CH:7]=[CH:6][CH:5]=[CH:4][CH:3]=1.[C:10](=O)([O-])[O-].[K+].[K+].[CH:16]1([NH2:20])[CH2:19][CH2:18][CH2:17]1.CCO[CH2:24][CH3:25]. The catalyst is O. The product is [CH:16]1([N:20]([CH2:10][C:24]#[CH:25])[C:1](=[O:8])[C:2]2[CH:7]=[CH:6][CH:5]=[CH:4][CH:3]=2)[CH2:19][CH2:18][CH2:17]1. The yield is 0.986. (5) The reactants are [CH:1]1([C:4]2[C:5]([N:26]([CH2:31][CH2:32][CH:33]([CH3:35])[CH3:34])[S:27]([CH3:30])(=[O:29])=[O:28])=[CH:6][C:7]3[O:11][C:10]([C:12]4[CH:17]=[CH:16][C:15]([F:18])=[CH:14][CH:13]=4)=[C:9]([C:19]4[NH:23][C:22](=[O:24])[O:21][N:20]=4)[C:8]=3[CH:25]=2)[CH2:3][CH2:2]1.Br[CH2:37][CH2:38][Cl:39].N12CCCN=C1CCCCC2. The catalyst is CN(C)C(=O)C. The product is [Cl:39][CH2:38][CH2:37][N:23]1[C:22](=[O:24])[O:21][N:20]=[C:19]1[C:9]1[C:8]2[CH:25]=[C:4]([CH:1]3[CH2:3][CH2:2]3)[C:5]([N:26]([CH2:31][CH2:32][CH:33]([CH3:35])[CH3:34])[S:27]([CH3:30])(=[O:28])=[O:29])=[CH:6][C:7]=2[O:11][C:10]=1[C:12]1[CH:17]=[CH:16][C:15]([F:18])=[CH:14][CH:13]=1. The yield is 0.300. (6) The reactants are Cl[C:2]([CH3:10])([CH2:4][CH2:5][C:6](Cl)([CH3:8])[CH3:7])[CH3:3].[C:11]1([OH:17])[CH:16]=[CH:15][CH:14]=[CH:13][CH:12]=1.[Al+3].[Cl-].[Cl-].[Cl-]. The catalyst is C(Cl)(Cl)Cl. The product is [CH3:3][C:2]1([CH3:10])[CH2:4][CH2:5][C:6]([CH3:8])([CH3:7])[C:15]2[CH:16]=[C:11]([OH:17])[CH:12]=[CH:13][C:14]1=2. The yield is 0.890. (7) The reactants are [CH3:1][C@:2]12[C@@:19]3([CH3:20])[C@@H:10]([C@:11]4([CH3:30])[C@@H:16]([CH2:17][CH2:18]3)[C:15]([CH3:22])([CH3:21])[C:14]([CH:23]=[C:24]3[CH2:27]C(C#N)[CH2:25]3)=[CH:13][CH2:12]4)[CH2:9][CH2:8][C@@H:7]1[C@H:6]1[C@H:31]([C:34]([CH3:36])=[CH2:35])[CH2:32][CH2:33][C@:5]1([NH:37][CH2:38][CH2:39][N:40]1[CH2:45][CH2:44][CH:43]([S:46]([CH3:49])(=[O:48])=[O:47])[CH2:42][CH2:41]1)[CH2:4][CH2:3]2.[OH-:50].[K+].[CH2:52]([OH:54])[CH3:53]. No catalyst specified. The product is [CH3:1][C@:2]12[C@@:19]3([CH3:20])[C@@H:10]([C@:11]4([CH3:30])[C@@H:16]([CH2:17][CH2:18]3)[C:15]([CH3:22])([CH3:21])[C:14]([CH:23]=[C:24]3[CH2:27][CH:53]([C:52]([OH:50])=[O:54])[CH2:25]3)=[CH:13][CH2:12]4)[CH2:9][CH2:8][C@@H:7]1[C@H:6]1[C@H:31]([C:34]([CH3:36])=[CH2:35])[CH2:32][CH2:33][C@:5]1([NH:37][CH2:38][CH2:39][N:40]1[CH2:45][CH2:44][CH:43]([S:46]([CH3:49])(=[O:48])=[O:47])[CH2:42][CH2:41]1)[CH2:4][CH2:3]2. The yield is 0.292. (8) The reactants are [CH2:1]([C:5]1([CH2:28][CH2:29][CH2:30][CH3:31])[N:11]=[C:10]([C:12]2[CH:17]=[CH:16][CH:15]=[CH:14][CH:13]=2)[C:9]2[CH:18]=[C:19]([O:26][CH3:27])[C:20]([C:22](OC)=[O:23])=[CH:21][C:8]=2[S:7][CH2:6]1)[CH2:2][CH2:3][CH3:4].[H-].[H-].[H-].[H-].[Li+].[Al+3]. The catalyst is C1COCC1. The product is [CH2:1]([C:5]1([CH2:28][CH2:29][CH2:30][CH3:31])[N:11]=[C:10]([C:12]2[CH:17]=[CH:16][CH:15]=[CH:14][CH:13]=2)[C:9]2[CH:18]=[C:19]([O:26][CH3:27])[C:20]([CH2:22][OH:23])=[CH:21][C:8]=2[S:7][CH2:6]1)[CH2:2][CH2:3][CH3:4]. The yield is 1.00. (9) The reactants are [C:1]([O:5][C:6]([N:8]1[CH2:11][C:10]([C:13]2[CH:18]=[CH:17][C:16]([O:19]CC3C=CC=CC=3)=[CH:15][C:14]=2[O:27]CC2C=CC=CC=2)(O)[CH2:9]1)=[O:7])([CH3:4])([CH3:3])[CH3:2]. The catalyst is C(OCC)(=O)C.CO.[Pd]. The product is [C:1]([O:5][C:6]([N:8]1[CH2:9][CH:10]([C:13]2[CH:18]=[CH:17][C:16]([OH:19])=[CH:15][C:14]=2[OH:27])[CH2:11]1)=[O:7])([CH3:4])([CH3:2])[CH3:3]. The yield is 0.280.